This data is from Catalyst prediction with 721,799 reactions and 888 catalyst types from USPTO. The task is: Predict which catalyst facilitates the given reaction. (1) Reactant: [Si:1]([O:8][C@@H:9]1[C@@:26]2([CH3:27])[C:13](=[CH:14][CH2:15][C@@H:16]3[C@@H:25]2[CH2:24][CH2:23][C@@:21]2([CH3:22])[C@H:17]3[CH2:18][CH2:19][C@@H:20]2[CH2:28][O:29][CH2:30][CH2:31][CH2:32][C:33]([CH2:44][CH3:45])([O:36][Si:37]([CH2:42][CH3:43])([CH2:40][CH3:41])[CH2:38][CH3:39])[CH2:34][CH3:35])[CH2:12][C@@H:11]([O:46][Si:47]([C:50]([CH3:53])([CH3:52])[CH3:51])([CH3:49])[CH3:48])[CH2:10]1)([C:4]([CH3:7])([CH3:6])[CH3:5])([CH3:3])[CH3:2].BrN1C(=O)CCC1=O.N(C(C)(C)C#N)=NC(C)(C)C#N.[C:74]1([N:80]2[C:84](=[O:85])[N:83]=[N:82][C:81]2=[O:86])[CH:79]=[CH:78][CH:77]=[CH:76][CH:75]=1. Product: [C:74]1([N:80]2[C:81](=[O:86])[N:82]=[N:83][C:84]2=[O:85])[CH:75]=[CH:76][CH:77]=[CH:78][CH:79]=1.[Si:1]([O:8][C@@H:9]1[C@@:26]2([CH3:27])[C:13](=[CH:14][CH:15]=[C:16]3[C@@H:25]2[CH2:24][CH2:23][C@@:21]2([CH3:22])[C@H:17]3[CH2:18][CH2:19][C@@H:20]2[CH2:28][O:29][CH2:30][CH2:31][CH2:32][C:33]([CH2:44][CH3:45])([O:36][Si:37]([CH2:38][CH3:39])([CH2:42][CH3:43])[CH2:40][CH3:41])[CH2:34][CH3:35])[CH2:12][C@@H:11]([O:46][Si:47]([C:50]([CH3:51])([CH3:52])[CH3:53])([CH3:48])[CH3:49])[CH2:10]1)([C:4]([CH3:6])([CH3:5])[CH3:7])([CH3:3])[CH3:2]. The catalyst class is: 81. (2) The catalyst class is: 1. Reactant: [F:1][CH:2]1[CH2:6][N:5]([C:7]([O:9][C:10]([CH3:13])([CH3:12])[CH3:11])=[O:8])[CH:4]([C:14](OC)=[O:15])[C:3]1([CH3:19])[CH3:18].[H-].[H-].[H-].[H-].[Li+].[Al+3]. Product: [C:10]([O:9][C:7]([N:5]1[CH2:6][CH:2]([F:1])[C:3]([CH3:19])([CH3:18])[CH:4]1[CH2:14][OH:15])=[O:8])([CH3:13])([CH3:12])[CH3:11]. (3) Reactant: [Cl:1][C:2]1[C:7]([N+:8]([O-:10])=[O:9])=[CH:6][CH:5]=[C:4]([Cl:11])[C:3]=1[CH2:12][C:13]([NH:15][C:16]1[CH:21]=[CH:20][CH:19]=[CH:18][C:17]=1[CH:22]=O)=[O:14].C([O-])([O-])=O.[Na+].[Na+]. Product: [Cl:1][C:2]1[C:7]([N+:8]([O-:10])=[O:9])=[CH:6][CH:5]=[C:4]([Cl:11])[C:3]=1[C:12]1[C:13](=[O:14])[NH:15][C:16]2[C:17]([CH:22]=1)=[CH:18][CH:19]=[CH:20][CH:21]=2. The catalyst class is: 5.